Task: Predict which catalyst facilitates the given reaction.. Dataset: Catalyst prediction with 721,799 reactions and 888 catalyst types from USPTO (1) The catalyst class is: 1. Product: [OH:1][C:2]1[C:3]([C:12]([NH:33][CH2:32][C:28]2[S:27][CH:31]=[CH:30][CH:29]=2)=[O:14])=[CH:4][CH:5]=[C:6]2[C:11]=1[N:10]=[CH:9][CH:8]=[CH:7]2. Reactant: [OH:1][C:2]1[C:3]([C:12]([OH:14])=O)=[CH:4][CH:5]=[C:6]2[C:11]=1[N:10]=[CH:9][CH:8]=[CH:7]2.N1(C(N2C=CN=C2)=O)C=CN=C1.[S:27]1[CH:31]=[CH:30][CH:29]=[C:28]1[CH2:32][NH2:33]. (2) Reactant: [CH3:1][O:2][C:3]1[C:4]([N+:13]([O-])=O)=[C:5]([CH:10]=[CH:11][CH:12]=1)[C:6]([O:8][CH3:9])=[O:7]. Product: [NH2:13][C:4]1[C:3]([O:2][CH3:1])=[CH:12][CH:11]=[CH:10][C:5]=1[C:6]([O:8][CH3:9])=[O:7]. The catalyst class is: 19. (3) Reactant: [CH2:1]([O:3][C:4](=[O:23])[CH2:5][N:6]1[C:14]2[C:9](=[C:10]([O:15][C:16]3[CH:21]=[CH:20][C:19]([NH2:22])=[CH:18][N:17]=3)[CH:11]=[CH:12][CH:13]=2)[CH:8]=[CH:7]1)[CH3:2].C(N(CC)CC)C.[Cl:31][C:32]1[CH:33]=[C:34]([CH:38]=[CH:39][C:40]=1[Cl:41])[C:35](Cl)=[O:36].O. Product: [CH2:1]([O:3][C:4](=[O:23])[CH2:5][N:6]1[C:14]2[C:9](=[C:10]([O:15][C:16]3[CH:21]=[CH:20][C:19]([NH:22][C:35](=[O:36])[C:34]4[CH:38]=[CH:39][C:40]([Cl:41])=[C:32]([Cl:31])[CH:33]=4)=[CH:18][N:17]=3)[CH:11]=[CH:12][CH:13]=2)[CH:8]=[CH:7]1)[CH3:2]. The catalyst class is: 1. (4) Product: [NH2:23][C:24]1[C:29]2[N:30]=[CH:31][N:32]([CH2:33][CH2:34][CH2:35][CH2:36][NH:37][C:11](=[O:12])[C:10]3[CH:14]=[CH:15][C:7]([CH:6]([O:5][CH2:4][CH2:3][N:2]([CH3:22])[CH3:1])[C:16]4[CH:21]=[CH:20][CH:19]=[CH:18][CH:17]=4)=[CH:8][CH:9]=3)[C:28]=2[C:27]([CH3:38])=[C:26]([CH3:39])[N:25]=1. Reactant: [CH3:1][N:2]([CH3:22])[CH2:3][CH2:4][O:5][CH:6]([C:16]1[CH:21]=[CH:20][CH:19]=[CH:18][CH:17]=1)[C:7]1[CH:15]=[CH:14][C:10]([C:11](Cl)=[O:12])=[CH:9][CH:8]=1.[NH2:23][C:24]1[C:29]2[N:30]=[CH:31][N:32]([CH2:33][CH2:34][CH2:35][CH2:36][NH2:37])[C:28]=2[C:27]([CH3:38])=[C:26]([CH3:39])[N:25]=1.C(N(CC)CC)C.O. The catalyst class is: 546. (5) Reactant: [NH2:1][C@H:2]1[CH2:6][CH2:5][CH2:4][C@@H:3]1[NH:7][C:8](=[O:14])[O:9][C:10]([CH3:13])([CH3:12])[CH3:11].[Cl:15][C:16]1[C:17](F)=[N:18][CH:19]=[C:20]([C:22]([F:25])([F:24])[F:23])[CH:21]=1.CCN(C(C)C)C(C)C. Product: [Cl:15][C:16]1[C:17]([NH:1][C@H:2]2[CH2:6][CH2:5][CH2:4][C@@H:3]2[NH:7][C:8](=[O:14])[O:9][C:10]([CH3:11])([CH3:13])[CH3:12])=[N:18][CH:19]=[C:20]([C:22]([F:24])([F:23])[F:25])[CH:21]=1. The catalyst class is: 16.